Dataset: Peptide-MHC class II binding affinity with 134,281 pairs from IEDB. Task: Regression. Given a peptide amino acid sequence and an MHC pseudo amino acid sequence, predict their binding affinity value. This is MHC class II binding data. (1) The peptide sequence is EKKYFHATQFEPLAA. The MHC is HLA-DQA10301-DQB10302 with pseudo-sequence HLA-DQA10301-DQB10302. The binding affinity (normalized) is 0.280. (2) The peptide sequence is FKTKGRYNLDPDSMD. The MHC is DRB1_0101 with pseudo-sequence DRB1_0101. The binding affinity (normalized) is 0.400. (3) The peptide sequence is AFKPVLVDEGRKVAI. The MHC is DRB4_0103 with pseudo-sequence DRB4_0103. The binding affinity (normalized) is 0.554. (4) The peptide sequence is APATAGTTVYGAFAA. The MHC is HLA-DPA10103-DPB10601 with pseudo-sequence HLA-DPA10103-DPB10601. The binding affinity (normalized) is 0.125. (5) The peptide sequence is HKGIVIKSKKKGSTP. The MHC is H-2-IAb with pseudo-sequence H-2-IAb. The binding affinity (normalized) is 0.214. (6) The binding affinity (normalized) is 0.204. The MHC is HLA-DQA10303-DQB10402 with pseudo-sequence HLA-DQA10303-DQB10402. The peptide sequence is KTMVKKWRDVPYLTK.